Task: Binary Classification. Given a T-cell receptor sequence (or CDR3 region) and an epitope sequence, predict whether binding occurs between them.. Dataset: TCR-epitope binding with 47,182 pairs between 192 epitopes and 23,139 TCRs The epitope is GLCTLVAML. The TCR CDR3 sequence is CASSEESYLMNTEAFF. Result: 1 (the TCR binds to the epitope).